Dataset: Catalyst prediction with 721,799 reactions and 888 catalyst types from USPTO. Task: Predict which catalyst facilitates the given reaction. (1) Reactant: [N:1]1[CH:6]=[CH:5][CH:4]=[N:3][C:2]=1[C:7]1[CH:8]=[CH:9][C:10](=[O:13])[NH:11][CH:12]=1.[I:14]N1C(=O)CCC1=O. Product: [I:14][C:9]1[C:10](=[O:13])[NH:11][CH:12]=[C:7]([C:2]2[N:3]=[CH:4][CH:5]=[CH:6][N:1]=2)[CH:8]=1. The catalyst class is: 452. (2) Reactant: [CH:1]([N:4]1[C:10]2[CH:11]=[CH:12][CH:13]=[CH:14][C:9]=2[O:8][C@H:7]([C:15]2[CH:20]=[CH:19][CH:18]=[CH:17][CH:16]=2)[C@H:6]([NH:21]C(=O)OC(C)(C)C)[C:5]1=[O:29])([CH3:3])[CH3:2]. Product: [NH2:21][C@@H:6]1[C:5](=[O:29])[N:4]([CH:1]([CH3:3])[CH3:2])[C:10]2[CH:11]=[CH:12][CH:13]=[CH:14][C:9]=2[O:8][C@@H:7]1[C:15]1[CH:20]=[CH:19][CH:18]=[CH:17][CH:16]=1. The catalyst class is: 557.